This data is from Cav3 T-type calcium channel HTS with 100,875 compounds. The task is: Binary Classification. Given a drug SMILES string, predict its activity (active/inactive) in a high-throughput screening assay against a specified biological target. (1) The drug is Clc1cc(C2=NOC(C2)(C)c2oc(nn2)c2cc(Cl)ccc2)ccc1. The result is 0 (inactive). (2) The molecule is O(C(=O)C1(N(CC2C1c1c(n(c(c1)C(=O)N1CCCC1)CCN1CCNC1=O)C2)C(=O)c1ccccc1)Cc1ccc(OC)cc1)C. The result is 0 (inactive). (3) The molecule is S(c1nc(N)c(CNc2c(ccc([N+]([O-])=O)c2)C)cn1)C. The result is 0 (inactive). (4) The molecule is S(=O)(=O)(N(CC(=O)N(CC)CC)c1ccc(cc1)C)c1ccc(SC)cc1. The result is 0 (inactive). (5) The molecule is N1(C(N=C(N=C1N)N)(C)C)c1ccccc1. The result is 0 (inactive). (6) The molecule is Clc1ccc(CSc2snc(SC)n2)cc1. The result is 0 (inactive).